This data is from Peptide-MHC class II binding affinity with 134,281 pairs from IEDB. The task is: Regression. Given a peptide amino acid sequence and an MHC pseudo amino acid sequence, predict their binding affinity value. This is MHC class II binding data. (1) The peptide sequence is NYNCKILPNTLVLDF. The MHC is DRB1_1302 with pseudo-sequence DRB1_1302. The binding affinity (normalized) is 0.854. (2) The peptide sequence is DKGPGFVVTGRVYCD. The MHC is DRB1_1302 with pseudo-sequence DRB1_1302. The binding affinity (normalized) is 0. (3) The peptide sequence is AVNNGDLCCSLDHSK. The MHC is DRB1_0101 with pseudo-sequence DRB1_0101. The binding affinity (normalized) is 0.264. (4) The peptide sequence is GELELQFRRVKCKYP. The MHC is DRB1_0404 with pseudo-sequence DRB1_0404. The binding affinity (normalized) is 0.0916. (5) The peptide sequence is PDPTKLILQLLKDFL. The MHC is HLA-DPA10201-DPB10501 with pseudo-sequence HLA-DPA10201-DPB10501. The binding affinity (normalized) is 0. (6) The peptide sequence is AAATAGTTVYGAFAA. The MHC is DRB1_0401 with pseudo-sequence DRB1_0401. The binding affinity (normalized) is 0.408.